Predict which catalyst facilitates the given reaction. From a dataset of Catalyst prediction with 721,799 reactions and 888 catalyst types from USPTO. (1) Reactant: [CH3:1][O:2][C:3](=[O:11])[CH2:4][C:5](=[O:10])[CH2:6][CH2:7][CH2:8][CH3:9].S(Cl)([Cl:15])(=O)=O. Product: [CH3:1][O:2][C:3](=[O:11])[CH:4]([Cl:15])[C:5](=[O:10])[CH2:6][CH2:7][CH2:8][CH3:9]. The catalyst class is: 4. (2) Reactant: Br[CH2:2][CH2:3][OH:4].C(=O)([O-])[O-].[K+].[K+].[Cl:11][C:12]1[CH:13]=[C:14]([CH:38]=[CH:39][C:40]=1[F:41])[NH:15][C:16]1[C:25]2[C:20](=[CH:21][C:22]([OH:37])=[CH:23][C:24]=2[O:26][CH2:27][C@H:28]2[CH2:32][CH2:31][CH2:30][N:29]2[C:33](=[O:36])[CH2:34][OH:35])[N:19]=[CH:18][N:17]=1.O. Product: [Cl:11][C:12]1[CH:13]=[C:14]([CH:38]=[CH:39][C:40]=1[F:41])[NH:15][C:16]1[C:25]2[C:20](=[CH:21][C:22]([O:37][CH2:2][CH2:3][OH:4])=[CH:23][C:24]=2[O:26][CH2:27][C@H:28]2[CH2:32][CH2:31][CH2:30][N:29]2[C:33](=[O:36])[CH2:34][OH:35])[N:19]=[CH:18][N:17]=1. The catalyst class is: 3. (3) Reactant: [F:1][C:2]1[CH:10]=[CH:9][CH:8]=[CH:7][C:3]=1[C:4]([OH:6])=O.[CH2:11]([N:15]1[C:23]2[N:22]=[C:21]([Cl:24])[NH:20][C:19]=2[C:18](=[O:25])[N:17]([CH2:26][CH2:27][CH2:28][CH2:29]/[C:30](=[N:33]/[H])/[NH:31]O)[C:16]1=[O:35])[CH2:12][CH2:13][CH3:14]. Product: [CH2:11]([N:15]1[C:23]2[N:22]=[C:21]([Cl:24])[NH:20][C:19]=2[C:18](=[O:25])[N:17]([CH2:26][CH2:27][CH2:28][CH2:29][C:30]2[N:31]=[C:4]([C:3]3[CH:7]=[CH:8][CH:9]=[CH:10][C:2]=3[F:1])[O:6][N:33]=2)[C:16]1=[O:35])[CH2:12][CH2:13][CH3:14]. The catalyst class is: 16. (4) Reactant: [CH3:1][C:2]1([CH3:8])[CH2:4][C@@H:3]1[C:5](O)=[O:6].CN(C(ON1N=NC2C=CC=NC1=2)=[N+](C)C)C.F[P-](F)(F)(F)(F)F.Cl.Cl.Cl.Cl.[CH3:37][O:38][C:39](=[O:87])[NH:40][C@H:41]([C:45]([N:47]1[CH2:51][CH2:50][CH2:49][C@H:48]1[C:52]1[NH:53][CH:54]=[C:55]([C:57]2[CH:62]=[CH:61][C:60]([C:63]3[CH:68]=[CH:67][C:66]([NH:69][C:70]([C:72]4[CH:73]=[N:74][C:75]([N:78]5[CH2:83][C@H:82]([CH3:84])[NH:81][CH2:80][C@H:79]5[CH3:85])=[CH:76][CH:77]=4)=[O:71])=[C:65]([CH3:86])[N:64]=3)=[CH:59][CH:58]=2)[N:56]=1)=[O:46])[CH:42]([CH3:44])[CH3:43].C(N(CC)C(C)C)(C)C. Product: [CH3:37][O:38][C:39](=[O:87])[NH:40][C@H:41]([C:45]([N:47]1[CH2:51][CH2:50][CH2:49][C@H:48]1[C:52]1[NH:53][CH:54]=[C:55]([C:57]2[CH:62]=[CH:61][C:60]([C:63]3[CH:68]=[CH:67][C:66]([NH:69][C:70]([C:72]4[CH:73]=[N:74][C:75]([N:78]5[CH2:83][C@H:82]([CH3:84])[N:81]([C:5]([C@H:3]6[CH2:4][C:2]6([CH3:8])[CH3:1])=[O:6])[CH2:80][C@H:79]5[CH3:85])=[CH:76][CH:77]=4)=[O:71])=[C:65]([CH3:86])[N:64]=3)=[CH:59][CH:58]=2)[N:56]=1)=[O:46])[CH:42]([CH3:44])[CH3:43]. The catalyst class is: 44. (5) Reactant: O.[OH-].[Na+].[CH3:4][NH:5][C@@H:6]1[C:11]2[CH:12]=[CH:13][CH:14]=[CH:15][C:10]=2[C@H:9]([C:16]2[CH:17]=[CH:18][C:19]([Cl:23])=[C:20]([Cl:22])[CH:21]=2)[CH2:8][CH2:7]1.C([O-])(=O)C(C1C=CC=CC=1)O. Product: [CH3:4][NH:5][C@@H:6]1[C:11]2[CH:12]=[CH:13][CH:14]=[CH:15][C:10]=2[C@H:9]([C:16]2[CH:17]=[CH:18][C:19]([Cl:23])=[C:20]([Cl:22])[CH:21]=2)[CH2:8][CH2:7]1.[ClH:22]. The catalyst class is: 11. (6) Reactant: Cl.Cl.[CH3:3][N:4]1[CH2:10][C@H:9]2[NH:11][C@H:6]([CH2:7][CH2:8]2)[CH2:5]1.F[C:13]1[CH:14]=[CH:15][C:16]([N+:19]([O-:21])=[O:20])=[N:17][CH:18]=1.C(N(CC)CC)C. Product: [CH3:3][N:4]1[CH2:10][C@H:9]2[N:11]([C:13]3[CH:18]=[N:17][C:16]([N+:19]([O-:21])=[O:20])=[CH:15][CH:14]=3)[C@H:6]([CH2:7][CH2:8]2)[CH2:5]1. The catalyst class is: 197. (7) Reactant: C([O:3][C:4]([C:6]1[N:7]([CH2:16][C:17]2[CH:22]=[CH:21][CH:20]=[CH:19][CH:18]=2)[C:8]2[C:13]([CH:14]=1)=[CH:12][C:11]([Br:15])=[CH:10][CH:9]=2)=O)C.[H-].[H-].[H-].[H-].[Li+].[Al+3].[NH4+].[Cl-].CCOCC. The catalyst class is: 1. Product: [Br:15][C:11]1[CH:12]=[C:13]2[C:8](=[CH:9][CH:10]=1)[N:7]([CH2:16][C:17]1[CH:22]=[CH:21][CH:20]=[CH:19][CH:18]=1)[C:6]([CH2:4][OH:3])=[CH:14]2. (8) Reactant: [NH2:1][C:2]1[CH:21]=[CH:20][C:5]([O:6][CH2:7][CH2:8][O:9][S:10]([C:13]2[CH:18]=[CH:17][C:16]([CH3:19])=[CH:15][CH:14]=2)(=[O:12])=[O:11])=[CH:4][C:3]=1[CH2:22][S:23]([C:26]1[CH:31]=[CH:30][CH:29]=[CH:28][CH:27]=1)(=[O:25])=[O:24].Cl.[N:33]([O-])=O.[Na+].C(=O)([O-])[O-].[Na+].[Na+]. Product: [C:26]1([S:23]([C:22]2[C:3]3[C:2](=[CH:21][CH:20]=[C:5]([O:6][CH2:7][CH2:8][O:9][S:10]([C:13]4[CH:14]=[CH:15][C:16]([CH3:19])=[CH:17][CH:18]=4)(=[O:11])=[O:12])[CH:4]=3)[NH:1][N:33]=2)(=[O:24])=[O:25])[CH:31]=[CH:30][CH:29]=[CH:28][CH:27]=1. The catalyst class is: 40. (9) Reactant: C(NC(C)C)(C)C.C([Li])CCC.[Cl:13][C:14]1[N:19]=[C:18]([Cl:20])[CH:17]=[C:16]([Cl:21])[N:15]=1.[C:22](=[O:24])=[O:23].Cl. The catalyst class is: 1. Product: [Cl:13][C:14]1[N:19]=[C:18]([Cl:20])[C:17]([C:22]([OH:24])=[O:23])=[C:16]([Cl:21])[N:15]=1. (10) The catalyst class is: 2. Product: [Br:1][C:2]1[CH:3]=[C:4]2[C:9](=[CH:10][CH:11]=1)[N+:8]([O-:20])=[CH:7][CH:6]=[CH:5]2. Reactant: [Br:1][C:2]1[CH:3]=[C:4]2[C:9](=[CH:10][CH:11]=1)[N:8]=[CH:7][CH:6]=[CH:5]2.C1C=C(Cl)C=C(C(OO)=[O:20])C=1.